From a dataset of Forward reaction prediction with 1.9M reactions from USPTO patents (1976-2016). Predict the product of the given reaction. (1) Given the reactants [CH3:1][C:2]1([CH3:16])[C:6]([CH3:8])([CH3:7])[O:5][B:4]([C:9]([CH2:11][O:12][CH2:13][CH:14]=C)=C)[O:3]1.N#N, predict the reaction product. The product is: [O:12]1[CH2:13][CH:14]=[C:9]([B:4]2[O:5][C:6]([CH3:7])([CH3:8])[C:2]([CH3:1])([CH3:16])[O:3]2)[CH2:11]1. (2) Given the reactants [N:1]1([CH2:6][CH2:7][NH:8][C:9]2[N:14]=[C:13]([C@@H:15]([NH:25][C:26](=[O:32])[O:27][C:28]([CH3:31])([CH3:30])[CH3:29])[CH2:16][C:17]3[CH:22]=[C:21]([F:23])[CH:20]=[C:19]([F:24])[CH:18]=3)[C:12](Br)=[CH:11][N:10]=2)[CH:5]=[CH:4][N:3]=[N:2]1.[C:34]([C:37]1[CH:38]=[C:39](B(O)O)[CH:40]=[CH:41][C:42]=1[F:43])(=[O:36])[NH2:35].C([O-])([O-])=O.[K+].[K+], predict the reaction product. The product is: [N:1]1([CH2:6][CH2:7][NH:8][C:9]2[N:14]=[C:13]([C@@H:15]([NH:25][C:26](=[O:32])[O:27][C:28]([CH3:31])([CH3:30])[CH3:29])[CH2:16][C:17]3[CH:22]=[C:21]([F:23])[CH:20]=[C:19]([F:24])[CH:18]=3)[C:12]([C:39]3[CH:40]=[CH:41][C:42]([F:43])=[C:37]([C:34](=[O:36])[NH2:35])[CH:38]=3)=[CH:11][N:10]=2)[CH:5]=[CH:4][N:3]=[N:2]1. (3) Given the reactants Br[C:2]1[CH:3]=[CH:4][C:5]([O:12][CH3:13])=[C:6]([C:8]([OH:11])([CH3:10])[CH3:9])[CH:7]=1.[B:14]1([B:14]2[O:18][C:17]([CH3:20])([CH3:19])[C:16]([CH3:22])([CH3:21])[O:15]2)[O:18][C:17]([CH3:20])([CH3:19])[C:16]([CH3:22])([CH3:21])[O:15]1.C([O-])(=O)C.[K+], predict the reaction product. The product is: [CH3:13][O:12][C:5]1[CH:4]=[CH:3][C:2]([B:14]2[O:18][C:17]([CH3:20])([CH3:19])[C:16]([CH3:22])([CH3:21])[O:15]2)=[CH:7][C:6]=1[C:8]([OH:11])([CH3:10])[CH3:9].